From a dataset of Catalyst prediction with 721,799 reactions and 888 catalyst types from USPTO. Predict which catalyst facilitates the given reaction. (1) Reactant: [CH2:1]([NH:3][C:4]1[S:5][C@H:6]2[O:12][C@H:11]([CH2:13][OH:14])[C@@H:10]([OH:15])[C@H:9]([OH:16])[C@H:7]2[N:8]=1)[CH3:2].CCN(CC)CC.[CH3:24][C:25]([O:28][C:29](O[C:29]([O:28][C:25]([CH3:27])([CH3:26])[CH3:24])=[O:30])=[O:30])([CH3:27])[CH3:26]. Product: [OH:15][C@@H:10]1[C@@H:11]([CH2:13][OH:14])[O:12][C@H:6]2[C@H:7]([N:8]=[C:4]([N:3]([CH2:1][CH3:2])[C:29](=[O:30])[O:28][C:25]([CH3:27])([CH3:26])[CH3:24])[S:5]2)[C@H:9]1[OH:16]. The catalyst class is: 5. (2) Reactant: Cl[C:2]([C@@H:4]1[CH2:8][CH2:7][CH2:6][N:5]1[C:9]([O:11][CH2:12][C:13]1[CH:18]=[CH:17][CH:16]=[CH:15][CH:14]=1)=[O:10])=[O:3].CCN(CC)CC.[CH3:26][O:27][C:28]1[CH:58]=[CH:57][C:31]([CH2:32][N:33]2[CH2:34][N:33]([CH2:32][C:31]3[CH:57]=[CH:58][C:28]([O:27][CH3:26])=[CH:29][CH:30]=3)[CH2:34][N:33]([CH2:32][C:31]3[CH:57]=[CH:58][C:28]([O:27][CH3:26])=[CH:29][CH:30]=3)[CH2:34]2)=[CH:30][CH:29]=1.B(F)(F)F.CCOCC. The catalyst class is: 2. Product: [CH3:26][O:27][C:28]1[CH:58]=[CH:57][C:31]([CH2:32][N:33]2[CH2:34][C:4]3([CH2:8][CH2:7][CH2:6][N:5]3[C:9]([O:11][CH2:12][C:13]3[CH:18]=[CH:17][CH:16]=[CH:15][CH:14]=3)=[O:10])[C:2]2=[O:3])=[CH:30][CH:29]=1. (3) Reactant: [CH3:1][O:2][C:3]1[C:4]2[C:15]([C:16]3[CH:21]=[CH:20][CH:19]=[CH:18][CH:17]=3)=[C:14]([C:22]3[CH:27]=[CH:26][C:25]([C:28]4([NH:32]C(=O)OC(C)(C)C)[CH2:31][CH2:30][CH2:29]4)=[CH:24][CH:23]=3)[O:13][C:5]=2[N:6]=[C:7](S(C)(=O)=O)[N:8]=1.[OH:40][CH:41]1[CH2:46][CH2:45][NH:44][CH2:43][CH2:42]1. Product: [NH2:32][C:28]1([C:25]2[CH:24]=[CH:23][C:22]([C:14]3[O:13][C:5]4[N:6]=[C:7]([N:44]5[CH2:45][CH2:46][CH:41]([OH:40])[CH2:42][CH2:43]5)[N:8]=[C:3]([O:2][CH3:1])[C:4]=4[C:15]=3[C:16]3[CH:21]=[CH:20][CH:19]=[CH:18][CH:17]=3)=[CH:27][CH:26]=2)[CH2:29][CH2:30][CH2:31]1. The catalyst class is: 11.